From a dataset of Full USPTO retrosynthesis dataset with 1.9M reactions from patents (1976-2016). Predict the reactants needed to synthesize the given product. (1) Given the product [Cl:25][C:26]1[C:32]([O:33][CH3:34])=[CH:31][C:29]([NH:30][C:2]2[C:11]3[CH:10]=[C:9]4[N:12]=[CH:13][N:14]([CH2:15][CH2:16][N:17]5[CH2:18][CH2:19][O:20][CH2:21][CH2:22]5)[C:8]4=[CH:7][C:6]=3[N:5]=[CH:4][C:3]=2[C:23]#[N:24])=[C:28]([CH3:35])[CH:27]=1, predict the reactants needed to synthesize it. The reactants are: Cl[C:2]1[C:11]2[CH:10]=[C:9]3[N:12]=[CH:13][N:14]([CH2:15][CH2:16][N:17]4[CH2:22][CH2:21][O:20][CH2:19][CH2:18]4)[C:8]3=[CH:7][C:6]=2[N:5]=[CH:4][C:3]=1[C:23]#[N:24].[Cl:25][C:26]1[C:32]([O:33][CH3:34])=[CH:31][C:29]([NH2:30])=[C:28]([CH3:35])[CH:27]=1.Cl.N1C=CC=CC=1.C(=O)([O-])[O-].[Na+].[Na+]. (2) Given the product [Cl:24][C:19]1[CH:20]=[CH:21][CH:22]=[CH:23][C:18]=1[C:10]1[C:11]([C:13]2[N:17]=[CH:16][NH:15][N:14]=2)=[CH:12][N:8]([C:6]2[CH:5]=[CH:4][N:3]=[C:2]([NH:28][C:25](=[O:27])[CH3:26])[CH:7]=2)[CH:9]=1, predict the reactants needed to synthesize it. The reactants are: Cl[C:2]1[CH:7]=[C:6]([N:8]2[CH:12]=[C:11]([C:13]3[N:17]=[CH:16][NH:15][N:14]=3)[C:10]([C:18]3[CH:23]=[CH:22][CH:21]=[CH:20][C:19]=3[Cl:24])=[CH:9]2)[CH:5]=[CH:4][N:3]=1.[C:25]([NH2:28])(=[O:27])[CH3:26].CC1(C)C2C(=C(P(C3C=CC=CC=3)C3C=CC=CC=3)C=CC=2)OC2C(P(C3C=CC=CC=3)C3C=CC=CC=3)=CC=CC1=2.C(=O)([O-])[O-].[Cs+].[Cs+]. (3) Given the product [Cl:1][C:2]1[C:3]([C:23]2[N:27]3[CH:28]=[CH:29][CH:30]=[CH:31][C:26]3=[N:25][CH:24]=2)=[N:4][C:5]([NH:8][C:9]2[CH:14]=[CH:13][C:12]([N:15]3[CH2:16][CH2:17][N:18]([CH2:59][CH2:58][S:55]([CH3:54])(=[O:57])=[O:56])[CH2:19][CH2:20]3)=[CH:11][C:10]=2[O:21][CH3:22])=[N:6][CH:7]=1, predict the reactants needed to synthesize it. The reactants are: [Cl:1][C:2]1[C:3]([C:23]2[N:27]3[CH:28]=[CH:29][CH:30]=[CH:31][C:26]3=[N:25][CH:24]=2)=[N:4][C:5]([NH:8][C:9]2[CH:14]=[CH:13][C:12]([N:15]3[CH2:20][CH2:19][NH:18][CH2:17][CH2:16]3)=[CH:11][C:10]=2[O:21][CH3:22])=[N:6][CH:7]=1.[N+]([O-])([O-])=O.[Ce+4].[NH4+].[N+]([O-])([O-])=O.[N+]([O-])([O-])=O.[N+]([O-])([O-])=O.[N+]([O-])([O-])=O.[CH3:54][S:55]([CH:58]=[CH2:59])(=[O:57])=[O:56].C1COCC1. (4) Given the product [ClH:30].[C:1]1([CH2:7][CH2:8][CH2:9][CH2:10][N:11]2[CH2:15][CH2:14][CH:13]([S:16]([C:17]3[CH:18]=[CH:19][C:20]([OH:23])=[CH:21][CH:22]=3)=[O:24])[CH2:12]2)[CH:6]=[CH:5][CH:4]=[CH:3][CH:2]=1, predict the reactants needed to synthesize it. The reactants are: [C:1]1([CH2:7][CH2:8][CH2:9][CH2:10][N:11]2[CH2:15][CH2:14][CH:13]([S:16][C:17]3[CH:22]=[CH:21][C:20]([OH:23])=[CH:19][CH:18]=3)[CH2:12]2)[CH:6]=[CH:5][CH:4]=[CH:3][CH:2]=1.[OH:24]OS([O-])=O.[K+].[ClH:30].CCOCC. (5) The reactants are: [CH3:1][N:2]1[C:10]2[C:5](=[N:6][C:7]([CH3:27])=[C:8]([CH:18]([CH2:24][CH2:25][CH3:26])[C:19]([O:21]CC)=[O:20])[C:9]=2[C:11]2[CH:16]=[CH:15][C:14]([CH3:17])=[CH:13][CH:12]=2)[N:4]=[C:3]1[CH3:28].[OH-].[Na+]. Given the product [CH3:1][N:2]1[C:10]2[C:5](=[N:6][C:7]([CH3:27])=[C:8]([CH:18]([CH2:24][CH2:25][CH3:26])[C:19]([OH:21])=[O:20])[C:9]=2[C:11]2[CH:12]=[CH:13][C:14]([CH3:17])=[CH:15][CH:16]=2)[N:4]=[C:3]1[CH3:28], predict the reactants needed to synthesize it. (6) The reactants are: [CH:1]([C:4]1[C:8]([CH2:9][CH2:10][CH2:11][CH2:12][OH:13])=[CH:7][N:6]([C:14]2[CH:19]=[CH:18][C:17]([C:20]([F:23])([F:22])[F:21])=[CH:16][N:15]=2)[N:5]=1)([CH3:3])[CH3:2].C(N(CC)CC)C.[CH3:31][S:32](Cl)(=[O:34])=[O:33]. Given the product [CH3:31][S:32]([O:13][CH2:12][CH2:11][CH2:10][CH2:9][C:8]1[C:4]([CH:1]([CH3:3])[CH3:2])=[N:5][N:6]([C:14]2[CH:19]=[CH:18][C:17]([C:20]([F:22])([F:21])[F:23])=[CH:16][N:15]=2)[CH:7]=1)(=[O:34])=[O:33], predict the reactants needed to synthesize it.